Dataset: Peptide-MHC class I binding affinity with 185,985 pairs from IEDB/IMGT. Task: Regression. Given a peptide amino acid sequence and an MHC pseudo amino acid sequence, predict their binding affinity value. This is MHC class I binding data. (1) The peptide sequence is ADLVCEQGN. The MHC is Mamu-B03 with pseudo-sequence Mamu-B03. The binding affinity (normalized) is 0. (2) The peptide sequence is QTSQWDDPW. The MHC is Mamu-A70103 with pseudo-sequence Mamu-A70103. The binding affinity (normalized) is 0.482. (3) The peptide sequence is NTMCTEETKR. The MHC is HLA-A11:01 with pseudo-sequence HLA-A11:01. The binding affinity (normalized) is 0.190. (4) The peptide sequence is MAVTAAPYI. The MHC is HLA-B51:01 with pseudo-sequence HLA-B51:01. The binding affinity (normalized) is 0.572.